From a dataset of Forward reaction prediction with 1.9M reactions from USPTO patents (1976-2016). Predict the product of the given reaction. (1) Given the reactants [C:1]([O:5][C:6]([N:8]1[CH2:15][CH2:14][N:13]([C:16]2[N:17]=[C:18]([C:26]3[C:27](=[O:44])[N:28](CO)[C:29](=[O:41])[C:30]=3[C:31]3[C:39]4[C:34](=[C:35]([CH3:40])[CH:36]=[CH:37][CH:38]=4)[NH:33][CH:32]=3)[C:19]3[C:24]([CH:25]=2)=[CH:23][CH:22]=[CH:21][CH:20]=3)[CH2:12][C:9]21[CH2:11][CH2:10]2)=[O:7])([CH3:4])([CH3:3])[CH3:2].C1CCN2C(=NCCC2)CC1.ClC(Cl)(Cl)C#N.C(OP(=O)(O)OC(C)(C)C)(C)(C)C, predict the reaction product. The product is: [C:1]([O:5][C:6]([N:8]1[CH2:15][CH2:14][N:13]([C:16]2[N:17]=[C:18]([C:26]3[C:27](=[O:44])[NH:28][C:29](=[O:41])[C:30]=3[C:31]3[C:39]4[C:34](=[C:35]([CH3:40])[CH:36]=[CH:37][CH:38]=4)[NH:33][CH:32]=3)[C:19]3[C:24]([CH:25]=2)=[CH:23][CH:22]=[CH:21][CH:20]=3)[CH2:12][C:9]21[CH2:11][CH2:10]2)=[O:7])([CH3:4])([CH3:2])[CH3:3]. (2) The product is: [CH2:1]([O:8][C:9]1[C:10]([CH2:11][NH:19][CH2:20][CH2:21][OH:22])=[C:13]([CH3:18])[CH:14]=[C:15]([CH3:17])[N:16]=1)[C:2]1[CH:7]=[CH:6][CH:5]=[CH:4][CH:3]=1. Given the reactants [CH2:1]([O:8][C:9]1[N:16]=[C:15]([CH3:17])[CH:14]=[C:13]([CH3:18])[C:10]=1[CH:11]=O)[C:2]1[CH:7]=[CH:6][CH:5]=[CH:4][CH:3]=1.[NH2:19][CH2:20][CH2:21][OH:22].C([BH3-])#N.[Na+], predict the reaction product. (3) Given the reactants O1[C:5]([CH:6]=O)=[CH:4][N:3]=[CH:2]1.[CH3:8][N:9]1[CH:13]=[CH:12][C:11](C=O)=[N:10]1.[Cl:16][C:17]1[CH:22]=[CH:21][C:20]([Mg]Br)=[CH:19][C:18]=1[F:25].[CH2:26]([N:28]1C=CC(C=O)=[N:29]1)[CH3:27], predict the reaction product. The product is: [Cl:16][C:17]1[CH:22]=[CH:21][C:20]([N:3]([C:11]2[CH:12]=[CH:13][N:9]([CH3:8])[N:10]=2)[CH3:2])=[CH:19][C:18]=1[F:25].[Cl:16][C:17]1[CH:22]=[CH:21][C:20]([N:3]([C:4]2[CH:5]=[CH:6][N:28]([CH2:26][CH3:27])[N:29]=2)[CH3:2])=[CH:19][C:18]=1[F:25]. (4) Given the reactants CN(C(ON1N=NC2C=CC=CC1=2)=[N+](C)C)C.[B-](F)(F)(F)F.C(O)(=O)C.[F:27][C:28]([F:48])([F:47])[O:29][C:30]1[CH:35]=[CH:34][C:33]([N:36]2[CH2:40][CH2:39][C:38]3([CH2:45][CH2:44][NH:43][CH2:42][CH2:41]3)[C:37]2=[O:46])=[CH:32][CH:31]=1.[OH:49][C:50]([CH3:57])([CH2:55][CH3:56])[CH2:51][C:52](O)=[O:53], predict the reaction product. The product is: [OH:49][C:50]([CH3:57])([CH2:55][CH3:56])[CH2:51][C:52]([N:43]1[CH2:42][CH2:41][C:38]2([C:37](=[O:46])[N:36]([C:33]3[CH:34]=[CH:35][C:30]([O:29][C:28]([F:27])([F:47])[F:48])=[CH:31][CH:32]=3)[CH2:40][CH2:39]2)[CH2:45][CH2:44]1)=[O:53]. (5) Given the reactants [C:1]([Si:5]([C:48]([CH3:51])([CH3:50])[CH3:49])([C:42]1[CH:47]=[CH:46][CH:45]=[CH:44][CH:43]=1)[O:6][CH2:7][CH:8]([CH3:41])[O:9][C:10]1[CH:11]=[C:12]([O:30][C:31]2[CH:36]=[CH:35][C:34]([S:37]([CH3:40])(=[O:39])=[O:38])=[CH:33][CH:32]=2)[CH:13]=[C:14]2[C:18]=1[NH:17][C:16]([C:19]1[S:20][CH:21]([CH2:24][C:25](OCC)=[O:26])[CH2:22][N:23]=1)=[CH:15]2)([CH3:4])([CH3:3])[CH3:2].[BH4-].[Li+].Cl.C(OCC)(=O)C, predict the reaction product. The product is: [C:48]([Si:5]([C:1]([CH3:2])([CH3:4])[CH3:3])([C:42]1[CH:47]=[CH:46][CH:45]=[CH:44][CH:43]=1)[O:6][CH2:7][CH:8]([CH3:41])[O:9][C:10]1[CH:11]=[C:12]([O:30][C:31]2[CH:32]=[CH:33][C:34]([S:37]([CH3:40])(=[O:38])=[O:39])=[CH:35][CH:36]=2)[CH:13]=[C:14]2[C:18]=1[NH:17][C:16]([C:19]1[S:20][CH:21]([CH2:24][CH2:25][OH:26])[CH2:22][N:23]=1)=[CH:15]2)([CH3:51])([CH3:49])[CH3:50]. (6) Given the reactants [F:1][C:2]1[CH:11]=[C:10]([C:12]2[C:13]([CH3:43])([CH3:42])[C@H:14]3[C@:27]([CH3:30])([CH2:28][CH:29]=2)[C@@H:26]2[C@:17]([CH3:41])([C@@:18]4([CH3:40])[C@H:23]([CH2:24][CH2:25]2)[C@H:22]2[C@H:31]([C:34]([CH3:36])=[CH2:35])[CH2:32][CH2:33][C@:21]2([N:37]=C=O)[CH2:20][CH2:19]4)[CH2:16][CH2:15]3)[CH:9]=[CH:8][C:3]=1[C:4]([O:6][CH3:7])=[O:5].[ClH:44], predict the reaction product. The product is: [ClH:44].[ClH:44].[NH2:37][C@:21]12[CH2:33][CH2:32][C@@H:31]([C:34]([CH3:36])=[CH2:35])[C@@H:22]1[C@@H:23]1[C@@:18]([CH3:40])([CH2:19][CH2:20]2)[C@@:17]2([CH3:41])[C@@H:26]([C@:27]3([CH3:30])[C@@H:14]([CH2:15][CH2:16]2)[C:13]([CH3:42])([CH3:43])[C:12]([C:10]2[CH:9]=[CH:8][C:3]([C:4]([O:6][CH3:7])=[O:5])=[C:2]([F:1])[CH:11]=2)=[CH:29][CH2:28]3)[CH2:25][CH2:24]1. (7) Given the reactants [CH3:1][O:2][C:3]1[CH:8]=[C:7]([N+:9]([O-])=O)[CH:6]=[CH:5][C:4]=1[C:12]1[N:16](C(C2C=CC=CC=2)(C2C=CC=CC=2)C2C=CC=CC=2)[CH:15]=[N:14][CH:13]=1, predict the reaction product. The product is: [NH:16]1[C:12]([C:4]2[CH:5]=[CH:6][C:7]([NH2:9])=[CH:8][C:3]=2[O:2][CH3:1])=[CH:13][N:14]=[CH:15]1. (8) Given the reactants [CH3:1][C:2](C)([O-])C.[Na+].Br[C:8]1[CH:9]=[C:10]2[C:16]([C:17]3[CH:22]=[CH:21][CH:20]=[CH:19][C:18]=3[O:23][CH3:24])=[CH:15][N:14]([Si](C(C)C)(C(C)C)C(C)C)[C:11]2=[N:12][CH:13]=1.[F-].C([N+:40]([CH2:49][CH2:50][CH2:51][CH3:52])([CH2:45]CCC)CCCC)CCC.[Na], predict the reaction product. The product is: [CH3:24][O:23][C:18]1[CH:19]=[CH:20][CH:21]=[CH:22][C:17]=1[C:16]1[C:10]2[C:11](=[N:12][CH:13]=[C:8]([N:40]([CH3:45])[C:49]3[CH:50]=[CH:51][CH:52]=[CH:2][CH:1]=3)[CH:9]=2)[NH:14][CH:15]=1.